Dataset: Forward reaction prediction with 1.9M reactions from USPTO patents (1976-2016). Task: Predict the product of the given reaction. (1) Given the reactants C([N:4]1[C:12]2[C:7](=[CH:8][C:9]([C:13](Cl)=[O:14])=[CH:10][CH:11]=2)[C:6]([C:16]2[CH:21]=[CH:20][C:19]([F:22])=[CH:18][CH:17]=2)=[N:5]1)(=O)C.[NH2:23][CH2:24][C@@H:25]1[CH2:30][CH2:29][CH2:28][CH2:27][C@H:26]1[OH:31], predict the reaction product. The product is: [OH:31][C@@H:26]1[CH2:27][CH2:28][CH2:29][CH2:30][CH:25]1[CH2:24][NH:23][C:13]([C:9]1[CH:8]=[C:7]2[C:12](=[CH:11][CH:10]=1)[NH:4][N:5]=[C:6]2[C:16]1[CH:21]=[CH:20][C:19]([F:22])=[CH:18][CH:17]=1)=[O:14]. (2) Given the reactants [I:1][C:2]1[C:10]2[C:9](=O)[NH:8][CH:7]=[N:6][C:5]=2[S:4][C:3]=1[I:12].CN(C)C1C=CC=CC=1.CCCCCC.P(Cl)(Cl)([Cl:30])=O, predict the reaction product. The product is: [Cl:30][C:9]1[C:10]2[C:2]([I:1])=[C:3]([I:12])[S:4][C:5]=2[N:6]=[CH:7][N:8]=1.